From a dataset of Reaction yield outcomes from USPTO patents with 853,638 reactions. Predict the reaction yield, written as a fraction of the theoretical maximum amount of product (1.0 means a 100% yield; for example, 0.34 means a 34% yield). The reactants are [CH:1]1([CH2:7][NH2:8])[CH2:6][CH2:5][CH2:4][CH2:3][CH2:2]1.F[C:10]1[CH:15]=[CH:14][C:13]([NH:16][C:17](=[O:19])[CH3:18])=[CH:12][C:11]=1[N+:20]([O-:22])=[O:21].C(=O)([O-])[O-].[Na+].[Na+]. The catalyst is CCO.O. The product is [CH:1]1([CH2:7][NH:8][C:10]2[CH:15]=[CH:14][C:13]([NH:16][C:17](=[O:19])[CH3:18])=[CH:12][C:11]=2[N+:20]([O-:22])=[O:21])[CH2:6][CH2:5][CH2:4][CH2:3][CH2:2]1. The yield is 1.00.